Dataset: Full USPTO retrosynthesis dataset with 1.9M reactions from patents (1976-2016). Task: Predict the reactants needed to synthesize the given product. (1) Given the product [F:25][C:26]1[CH:34]=[CH:33][C:32]([CH2:35][C:36]2[C:45]3[C:40](=[CH:41][CH:42]=[CH:43][CH:44]=3)[C:39](=[O:46])[NH:38][N:37]=2)=[CH:31][C:27]=1[C:28]([N:52]1[CH2:53][CH2:54][CH:49]([O:48][CH3:47])[CH2:50][CH2:51]1)=[O:29], predict the reactants needed to synthesize it. The reactants are: F[P-](F)(F)(F)(F)F.N1(OC(N(C)C)=[N+](C)C)C2C=CC=CC=2N=N1.[F:25][C:26]1[CH:34]=[CH:33][C:32]([CH2:35][C:36]2[C:45]3[C:40](=[CH:41][CH:42]=[CH:43][CH:44]=3)[C:39](=[O:46])[NH:38][N:37]=2)=[CH:31][C:27]=1[C:28](O)=[O:29].[CH3:47][O:48][CH:49]1[CH2:54][CH2:53][NH:52][CH2:51][CH2:50]1.C(N(CC)CC)C. (2) The reactants are: Cl.Cl[C:3]1[N:8]2[N:9]=[C:10]([CH:12]3[CH2:17][CH2:16][N:15]([CH3:18])[CH2:14][CH2:13]3)[N:11]=[C:7]2[CH:6]=[C:5]([C:19]2[CH:24]=[CH:23][C:22]([Cl:25])=[CH:21][C:20]=2[Cl:26])[N:4]=1.Cl.Cl.[NH2:29][CH2:30][CH2:31][NH:32][C:33]1[CH:40]=[CH:39][C:36]([C:37]#[N:38])=[CH:35][N:34]=1.C(N(CC)C(C)C)(C)C. Given the product [Cl:26][C:20]1[CH:21]=[C:22]([Cl:25])[CH:23]=[CH:24][C:19]=1[C:5]1[N:4]=[C:3]([NH:29][CH2:30][CH2:31][NH:32][C:33]2[N:34]=[CH:35][C:36]([C:37]#[N:38])=[CH:39][CH:40]=2)[N:8]2[N:9]=[C:10]([CH:12]3[CH2:13][CH2:14][N:15]([CH3:18])[CH2:16][CH2:17]3)[N:11]=[C:7]2[CH:6]=1, predict the reactants needed to synthesize it. (3) Given the product [C:23]([C:27]1[N:28]=[C:29]([N:36]2[CH2:40][C:39]([F:41])([F:42])[C:38]([F:43])([F:44])[CH2:37]2)[C:30]2[N:35]=[N:34][N:33]([CH2:47][C:48]3[N:52]([CH3:53])[C:51]([CH3:54])=[N:50][N:49]=3)[C:31]=2[N:32]=1)([CH3:26])([CH3:24])[CH3:25], predict the reactants needed to synthesize it. The reactants are: C(C1N=C(N2CCC(F)(F)C2)C2N=NN(CC)C=2N=1)(C)(C)C.[C:23]([C:27]1[N:28]=[C:29]([N:36]2[CH2:40][C:39]([F:42])([F:41])[C:38]([F:44])([F:43])[CH2:37]2)[C:30]2[N:35]=[N:34][NH:33][C:31]=2[N:32]=1)([CH3:26])([CH3:25])[CH3:24].Cl.Cl[CH2:47][C:48]1[N:52]([CH3:53])[C:51]([CH3:54])=[N:50][N:49]=1. (4) Given the product [C:1]1([C:9]2[CH:10]=[CH:11][C:12]3[C:17](=[C:16]4[CH:18]=[CH:19][CH:20]=[CH:21][C:15]4=[CH:14][CH:13]=3)[N:8]=2)[CH:6]=[CH:5][CH:4]=[CH:3][CH:2]=1, predict the reactants needed to synthesize it. The reactants are: [C:1]1([Li])[CH:6]=[CH:5][CH:4]=[CH:3][CH:2]=1.[N:8]1[C:17]2[C:12](=[CH:13][CH:14]=[C:15]3[CH:21]=[CH:20][CH:19]=[CH:18][C:16]3=2)[CH:11]=[CH:10][CH:9]=1.[O-]S([O-])(=O)=O.[Mg+2]. (5) Given the product [I:10][C:8]1[CH:7]=[CH:6][C:5]([O:11][Si:12]([CH:16]([CH3:18])[CH3:17])([CH:19]([CH3:21])[CH3:20])[CH:13]([CH3:14])[CH3:15])=[C:4]([CH2:3][OH:2])[CH:9]=1, predict the reactants needed to synthesize it. The reactants are: C[O:2][C:3](=O)[C:4]1[CH:9]=[C:8]([I:10])[CH:7]=[CH:6][C:5]=1[O:11][Si:12]([CH:19]([CH3:21])[CH3:20])([CH:16]([CH3:18])[CH3:17])[CH:13]([CH3:15])[CH3:14].[H-].C([Al+]CC(C)C)C(C)C.